From a dataset of Reaction yield outcomes from USPTO patents with 853,638 reactions. Predict the reaction yield, written as a fraction of the theoretical maximum amount of product (1.0 means a 100% yield; for example, 0.34 means a 34% yield). (1) The reactants are O/[CH:2]=[C:3](/[CH2:8][C:9]1[CH:10]=[N:11][C:12]([O:15][CH3:16])=[N:13][CH:14]=1)\[C:4]([O:6]C)=O.[NH2:17][C:18]([NH2:20])=[S:19]. The catalyst is C(O)(C)C. The product is [CH3:16][O:15][C:12]1[N:11]=[CH:10][C:9]([CH2:8][C:3]2[C:4](=[O:6])[NH:17][C:18](=[S:19])[NH:20][CH:2]=2)=[CH:14][N:13]=1. The yield is 0.398. (2) The reactants are [NH2:1][C:2]1[CH:11]=[CH:10][C:5]([C:6]([O:8][CH3:9])=[O:7])=[CH:4][CH:3]=1.Cl[C:13]1[CH:18]=[N:17][CH:16]=[CH:15][N:14]=1. The catalyst is CCOC(C)=O. The product is [N:14]1[CH:15]=[CH:16][N:17]=[CH:18][C:13]=1[NH:1][C:2]1[CH:3]=[CH:4][C:5]([C:6]([O:8][CH3:9])=[O:7])=[CH:10][CH:11]=1. The yield is 0.900. (3) The reactants are S(=O)(=O)(O)O.[CH3:6][C:7]1[C:15]([N+:16]([O-:18])=[O:17])=[CH:14][C:13]([N+:19]([O-:21])=[O:20])=[CH:12][C:8]=1[C:9]([OH:11])=[O:10].[C:22]1(C)C=CC=CC=1.[OH-].[Na+]. The catalyst is CO.C(OCC)(=O)C.O. The product is [CH3:22][O:10][C:9](=[O:11])[C:8]1[CH:12]=[C:13]([N+:19]([O-:21])=[O:20])[CH:14]=[C:15]([N+:16]([O-:18])=[O:17])[C:7]=1[CH3:6]. The yield is 0.840. (4) The reactants are [CH2:1](Br)[C:2]1[CH:7]=[CH:6][CH:5]=[CH:4][CH:3]=1.[C:9](=[O:12])([O-])[O-:10].[K+].[K+].[CH3:15][C:16]([CH3:18])=[O:17]. No catalyst specified. The product is [CH2:1]([O:17][C:16]1[CH:18]=[C:3]([CH2:4][C:9]([OH:10])=[O:12])[CH:2]=[CH:1][CH:15]=1)[C:2]1[CH:7]=[CH:6][CH:5]=[CH:4][CH:3]=1. The yield is 0.910. (5) The reactants are [Cl:1][C:2]1[C:7]([N:8]2[CH2:12][CH2:11][CH2:10][CH2:9]2)=[CH:6][C:5]([NH2:13])=[C:4]([N+:14]([O-])=O)[CH:3]=1.Cl[Sn]Cl.O.[CH:21](O)=O. No catalyst specified. The product is [Cl:1][C:2]1[C:7]([N:8]2[CH2:12][CH2:11][CH2:10][CH2:9]2)=[CH:6][C:5]2[N:13]=[CH:21][NH:14][C:4]=2[CH:3]=1. The yield is 0.700. (6) The reactants are [OH:1][C:2]1([C:9]2[CH:14]=[CH:13][C:12]([I:15])=[CH:11][CH:10]=2)[CH2:7][CH2:6][C:5](=O)[CH2:4][CH2:3]1.[NH:16]1[CH2:20][CH2:19][C@@H:18]([NH:21][C:22]([CH2:24][NH:25][C:26](=[O:37])[C:27]2[CH:32]=[CH:31][CH:30]=[C:29]([C:33]([F:36])([F:35])[F:34])[CH:28]=2)=[O:23])[CH2:17]1.[BH-](OC(C)=O)(OC(C)=O)OC(C)=O.[Na+]. The catalyst is C(Cl)Cl. The product is [OH:1][C:2]1([C:9]2[CH:14]=[CH:13][C:12]([I:15])=[CH:11][CH:10]=2)[CH2:7][CH2:6][CH:5]([N:16]2[CH2:20][CH2:19][C@@H:18]([NH:21][C:22](=[O:23])[CH2:24][NH:25][C:26](=[O:37])[C:27]3[CH:32]=[CH:31][CH:30]=[C:29]([C:33]([F:34])([F:36])[F:35])[CH:28]=3)[CH2:17]2)[CH2:4][CH2:3]1. The yield is 0.363. (7) The reactants are Cl.N[C:3]1[CH:11]=[C:10]([Cl:12])[CH:9]=[CH:8][C:4]=1[C:5]([OH:7])=[O:6].[OH-].[Na+].N([O-])=O.[Na+].C(OC([S-])=[S:23])C.[K+]. The catalyst is O. The product is [Cl:12][C:10]1[CH:9]=[CH:8][C:4]([C:5]([OH:7])=[O:6])=[C:3]([SH:23])[CH:11]=1. The yield is 0.630.